Dataset: Full USPTO retrosynthesis dataset with 1.9M reactions from patents (1976-2016). Task: Predict the reactants needed to synthesize the given product. (1) Given the product [F:10][C:8]1[CH:9]=[C:4]([NH:3][C:15]2[O:55][C:33]([C:34]([NH:36][C:37]3[CH:54]=[CH:53][C:40]([O:41][C@@H:42]4[CH2:47][CH2:46][C@H:45]([C:48]([OH:50])=[O:49])[CH2:44][CH2:43]4)=[CH:39][CH:38]=3)=[O:35])=[N:31][N:32]=2)[CH:5]=[C:6]([C:11]([F:14])([F:12])[F:13])[CH:7]=1, predict the reactants needed to synthesize it. The reactants are: [H-].[Na+].[NH2:3][C:4]1[CH:5]=[C:6]([C:11]([F:14])([F:13])[F:12])[CH:7]=[C:8]([F:10])[CH:9]=1.[CH:15]1C=C(OC(OC2N=CC=CC=2)=S)N=CC=1.[NH:31]([C:33](=[O:55])[C:34]([NH:36][C:37]1[CH:54]=[CH:53][C:40]([O:41][C@@H:42]2[CH2:47][CH2:46][C@H:45]([C:48]([O:50]CC)=[O:49])[CH2:44][CH2:43]2)=[CH:39][CH:38]=1)=[O:35])[NH2:32].CCN=C=NCCCN(C)C.[OH-].[Na+].Cl. (2) Given the product [Cl:8][C:4]1[CH:5]=[CH:6][CH:7]=[C:2]([Cl:1])[C:3]=1[N:9]1[C:13]([C:14]2[S:18][C:17]([NH:19][C:33](=[O:35])[CH2:29][C@@H:27]3[CH2:28][CH2:31][CH2:30][NH:26]3)=[N:16][CH:15]=2)=[CH:12][C:11]([CH:20]([F:21])[F:22])=[N:10]1, predict the reactants needed to synthesize it. The reactants are: [Cl:1][C:2]1[CH:7]=[CH:6][CH:5]=[C:4]([Cl:8])[C:3]=1[N:9]1[C:13]([C:14]2[S:18][C:17]([NH2:19])=[N:16][CH:15]=2)=[CH:12][C:11]([CH:20]([F:22])[F:21])=[N:10]1.C([N:26]([CH2:30][CH3:31])[CH:27]([CH3:29])[CH3:28])(C)C.Cl.[C:33](O)(=[O:35])C. (3) Given the product [CH3:8][O:9][C:10](=[O:21])[C:11]1[CH:16]=[CH:15][CH:14]=[C:13]([C:17]2[S:18][C:2]([CH2:3][OH:4])=[N:20][N:19]=2)[CH:12]=1, predict the reactants needed to synthesize it. The reactants are: F[C:2](F)(F)[C:3](O)=[O:4].[CH3:8][O:9][C:10](=[O:21])[C:11]1[CH:16]=[CH:15][CH:14]=[C:13]([C:17]([NH:19][NH2:20])=[S:18])[CH:12]=1.Cl.C(OC(=N)CCl)C. (4) Given the product [OH:43][C:40]1[CH:41]=[CH:42][C:37]([C:7]2[CH:15]=[C:14]3[C:10]([CH:11]=[C:12]([C:23]([O:25][CH3:26])=[O:24])[N:13]3[C:16]([O:18][C:19]([CH3:21])([CH3:20])[CH3:22])=[O:17])=[CH:9][CH:8]=2)=[CH:38][CH:39]=1, predict the reactants needed to synthesize it. The reactants are: FC(F)(F)S(O[C:7]1[CH:15]=[C:14]2[C:10]([CH:11]=[C:12]([C:23]([O:25][CH3:26])=[O:24])[N:13]2[C:16]([O:18][C:19]([CH3:22])([CH3:21])[CH3:20])=[O:17])=[CH:9][CH:8]=1)(=O)=O.CC1(C)C(C)(C)OB([C:37]2[CH:42]=[CH:41][C:40]([OH:43])=[CH:39][CH:38]=2)O1.C1(P(C2C=CC=CC=2)C2C=CC=CC=2)C=CC=CC=1.P([O-])([O-])([O-])=O.[K+].[K+].[K+].O. (5) Given the product [Br:1][C:2]1[CH:7]=[C:6]([NH2:8])[C:5]([I:14])=[CH:4][N:3]=1, predict the reactants needed to synthesize it. The reactants are: [Br:1][C:2]1[CH:7]=[C:6]([NH2:8])[CH:5]=[CH:4][N:3]=1.C([O-])(=O)C.[Na+].[I:14]Cl.O. (6) Given the product [OH:2][C@@H:3]1[CH2:8][CH2:7][CH2:6][C@H:5]([C:9]([O:11][CH2:12][C:13]2[CH:18]=[CH:17][CH:16]=[CH:15][CH:14]=2)=[O:10])[CH2:4]1, predict the reactants needed to synthesize it. The reactants are: [Cs+].[OH:2][C@@H:3]1[CH2:8][CH2:7][CH2:6][C@H:5]([C:9]([O-:11])=[O:10])[CH2:4]1.[CH2:12](Br)[C:13]1[CH:18]=[CH:17][CH:16]=[CH:15][CH:14]=1.O. (7) Given the product [F:24][C:20]1[CH:19]=[C:18]([CH:23]=[CH:22][CH:21]=1)[CH2:17][N:14]1[C:15]([CH3:16])=[C:11]([C:10]2[C:4]3[C:5](=[N:6][CH:7]=[C:2]([C:45]4[CH:46]=[CH:47][C:42]([N:39]5[CH2:38][CH2:37][O:36][CH2:41][CH2:40]5)=[C:43]([NH:57][S:58]([CH3:61])(=[O:59])=[O:60])[CH:44]=4)[CH:3]=3)[N:8]([S:26]([C:29]3[CH:30]=[CH:31][C:32]([CH3:33])=[CH:34][CH:35]=3)(=[O:28])=[O:27])[CH:9]=2)[C:12]([CH3:25])=[N:13]1, predict the reactants needed to synthesize it. The reactants are: Br[C:2]1[CH:3]=[C:4]2[C:10]([C:11]3[C:12]([CH3:25])=[N:13][N:14]([CH2:17][C:18]4[CH:23]=[CH:22][CH:21]=[C:20]([F:24])[CH:19]=4)[C:15]=3[CH3:16])=[CH:9][N:8]([S:26]([C:29]3[CH:35]=[CH:34][C:32]([CH3:33])=[CH:31][CH:30]=3)(=[O:28])=[O:27])[C:5]2=[N:6][CH:7]=1.[O:36]1[CH2:41][CH2:40][N:39]([C:42]2[CH:47]=[CH:46][C:45](B3OC(C)(C)C(C)(C)O3)=[CH:44][C:43]=2[NH:57][S:58]([CH3:61])(=[O:60])=[O:59])[CH2:38][CH2:37]1.C(=O)([O-])[O-].[Na+].[Na+]. (8) Given the product [CH2:12]=[C:11]([CH:8]1[CH2:7][CH2:6][C:5]2([O:1][CH2:2][CH2:3][O:4]2)[CH2:10][CH2:9]1)[CH3:13], predict the reactants needed to synthesize it. The reactants are: [O:1]1[C:5]2([CH2:10][CH2:9][CH:8]([C:11](O)([CH3:13])[CH3:12])[CH2:7][CH2:6]2)[O:4][CH2:3][CH2:2]1.CC[N+](S(N=C(OC)[O-])(=O)=O)(CC)CC.